From a dataset of Full USPTO retrosynthesis dataset with 1.9M reactions from patents (1976-2016). Predict the reactants needed to synthesize the given product. (1) Given the product [C:11]([O:15][C:16]([N:18]1[CH2:27][C:26]2[N:22]([C:23]([CH:28]3[CH2:29][CH2:30][C:31](=[O:34])[CH2:32][CH2:33]3)=[N:24][N:25]=2)[C:21]2[CH:35]=[CH:36][C:37]([Cl:39])=[CH:38][C:20]=2[CH2:19]1)=[O:17])([CH3:14])([CH3:12])[CH3:13], predict the reactants needed to synthesize it. The reactants are: C(Cl)(=O)C(Cl)=O.CS(C)=O.[C:11]([O:15][C:16]([N:18]1[CH2:27][C:26]2[N:22]([C:23]([C@H:28]3[CH2:33][CH2:32][C@H:31]([OH:34])[CH2:30][CH2:29]3)=[N:24][N:25]=2)[C:21]2[CH:35]=[CH:36][C:37]([Cl:39])=[CH:38][C:20]=2[CH2:19]1)=[O:17])([CH3:14])([CH3:13])[CH3:12].C(N(CC)CC)C. (2) Given the product [CH3:1][C:2]1[C:6]([C:7]([OH:9])=[O:8])=[C:5]([C:12]2[CH:17]=[CH:16][N:15]=[CH:14][CH:13]=2)[O:4][N:3]=1, predict the reactants needed to synthesize it. The reactants are: [CH3:1][C:2]1[C:6]([C:7]([O:9]CC)=[O:8])=[C:5]([C:12]2[CH:17]=[CH:16][N:15]=[CH:14][CH:13]=2)[O:4][N:3]=1.C1COCC1.CO.[OH-].[Na+]. (3) Given the product [CH3:25][O:24][C:21]1[CH:22]=[CH:23][C:18]([CH2:17][N:16]2[CH:26]([C:29]3[CH:34]=[CH:33][CH:32]=[CH:31][CH:30]=3)[CH2:27][O:1][C:2]3([CH2:7][CH2:6][N:5]([C:8]([O:10][C:11]([CH3:14])([CH3:12])[CH3:13])=[O:9])[CH2:4][CH2:3]3)[CH2:15]2)=[CH:19][CH:20]=1, predict the reactants needed to synthesize it. The reactants are: [OH:1][C:2]1([CH2:15][N:16]([CH:26]([C:29]2[CH:34]=[CH:33][CH:32]=[CH:31][CH:30]=2)[CH2:27]O)[CH2:17][C:18]2[CH:23]=[CH:22][C:21]([O:24][CH3:25])=[CH:20][CH:19]=2)[CH2:7][CH2:6][N:5]([C:8]([O:10][C:11]([CH3:14])([CH3:13])[CH3:12])=[O:9])[CH2:4][CH2:3]1.CCN(C(C)C)C(C)C.CS(OS(C)(=O)=O)(=O)=O. (4) Given the product [CH3:1][NH:2][C:3]1[CH:10]=[CH:9][CH:8]=[CH:7][C:4]=1[C:5](=[NH:14])[NH2:6], predict the reactants needed to synthesize it. The reactants are: [CH3:1][NH:2][C:3]1[CH:10]=[CH:9][CH:8]=[CH:7][C:4]=1[C:5]#[N:6].[OH-].[K+].Cl.[NH2:14]O. (5) Given the product [C:1]([O:5][C:6]([NH:8][C@H:9]1[C:26]2[CH:27]=[C:22]([CH:23]=[CH:24][CH:25]=2)[C:21]2=[CH:36][C:17](=[CH:18][CH:19]=[CH:20]2)[CH2:16][C@@H:15]([C:45]([O:47][CH3:48])=[O:46])[NH:14][C:13](=[O:49])[C@H:12]([CH3:50])[NH:11][C:10]1=[O:51])=[O:7])([CH3:4])([CH3:2])[CH3:3], predict the reactants needed to synthesize it. The reactants are: [C:1]([O:5][C:6]([NH:8][C@H:9]1[C:26]2[CH:27]=[C:22]([C:23](OS(C(F)(F)F)(=O)=O)=[CH:24][CH:25]=2)[C:21]2=[CH:36][C:17](=[CH:18][CH:19]=[C:20]2OS(C(F)(F)F)(=O)=O)[CH2:16][C@@H:15]([C:45]([O:47][CH3:48])=[O:46])[NH:14][C:13](=[O:49])[C@H:12]([CH3:50])[NH:11][C:10]1=[O:51])=[O:7])([CH3:4])([CH3:3])[CH3:2].C(O)=O.CCN(CC)CC. (6) Given the product [NH2:37][C:36]1[C:40]([OH:39])=[C:32]([S:29]([N:26]2[CH2:27][CH2:28][C@@H:24]([NH2:23])[CH2:25]2)(=[O:31])=[O:30])[C:33]([Cl:45])=[CH:34][CH:35]=1, predict the reactants needed to synthesize it. The reactants are: O1C2C=CC=CC=2N=C1.NC1C=CC=CC=1.C(OC(=O)[NH:23][C@@H:24]1[CH2:28][CH2:27][N:26]([S:29]([C:32]2[C:40]3[O:39]C(C(C)(C)C)=[N:37][C:36]=3[CH:35]=[CH:34][C:33]=2[Cl:45])(=[O:31])=[O:30])[CH2:25]1)(C)(C)C.OS(O)(=O)=O. (7) Given the product [C:1]([N:9]1[C:17]2[C:12](=[CH:13][C:14]([NH:18][S:19]([CH3:22])(=[O:21])=[O:20])=[CH:15][CH:16]=2)[CH:11]=[CH:10]1)(=[O:8])[C:2]1[CH:3]=[CH:4][CH:5]=[CH:6][CH:7]=1, predict the reactants needed to synthesize it. The reactants are: [C:1]([N:9]1[C:17]2[C:12](=[CH:13][C:14]([NH2:18])=[CH:15][CH:16]=2)[CH:11]=[CH:10]1)(=[O:8])[C:2]1[CH:7]=[CH:6][CH:5]=[CH:4][CH:3]=1.[S:19](Cl)([CH3:22])(=[O:21])=[O:20].C(N(CC)CC)C.O. (8) The reactants are: [C:1]([O:12][CH2:13][CH2:14][CH2:15][CH2:16][CH2:17][CH2:18][CH2:19][CH2:20][OH:21])(=[O:11])[CH2:2][CH2:3][CH2:4][CH2:5][CH2:6][CH2:7][CH2:8][CH2:9][CH3:10].C(N(CC)CC)C.[CH3:29][S:30](Cl)(=[O:32])=[O:31]. Given the product [C:1]([O:12][CH2:13][CH2:14][CH2:15][CH2:16][CH2:17][CH2:18][CH2:19][CH2:20][O:21][S:30]([CH3:29])(=[O:32])=[O:31])(=[O:11])[CH2:2][CH2:3][CH2:4][CH2:5][CH2:6][CH2:7][CH2:8][CH2:9][CH3:10], predict the reactants needed to synthesize it. (9) Given the product [C:19]([C:18]1[CH:21]=[C:14]([C:12]2[O:11][N:10]=[C:9]([C:3]3[CH:4]=[CH:5][C:6]([O:8][CH2:33][CH2:34][CH2:35][C:36]([O:38][CH2:39][CH3:40])=[O:37])=[CH:7][C:2]=3[F:1])[N:13]=2)[CH:15]=[CH:16][C:17]=1[O:22][CH:23]([CH3:25])[CH3:24])#[N:20], predict the reactants needed to synthesize it. The reactants are: [F:1][C:2]1[CH:7]=[C:6]([OH:8])[CH:5]=[CH:4][C:3]=1[C:9]1[N:13]=[C:12]([C:14]2[CH:15]=[CH:16][C:17]([O:22][CH:23]([CH3:25])[CH3:24])=[C:18]([CH:21]=2)[C:19]#[N:20])[O:11][N:10]=1.C(=O)([O-])[O-].[K+].[K+].Br[CH2:33][CH2:34][CH2:35][C:36]([O:38][CH2:39][CH3:40])=[O:37]. (10) Given the product [C:27]([C:24]1[CH:23]=[CH:22][C:21]([O:20][CH2:19][CH:18]([NH:29][S:30]([CH3:33])(=[O:31])=[O:32])[CH2:17][N:12]2[CH2:13][CH:14]3[CH2:16][CH:10]([CH2:9][NH:8][CH2:15]3)[CH2:11]2)=[CH:26][CH:25]=1)#[N:28], predict the reactants needed to synthesize it. The reactants are: C([N:8]1[CH2:15][CH:14]2[CH2:16][CH:10]([CH2:11][N:12]([CH2:17][CH:18]([NH:29][S:30]([CH3:33])(=[O:32])=[O:31])[CH2:19][O:20][C:21]3[CH:26]=[CH:25][C:24]([C:27]#[N:28])=[CH:23][CH:22]=3)[CH2:13]2)[CH2:9]1)C1C=CC=CC=1.